This data is from Full USPTO retrosynthesis dataset with 1.9M reactions from patents (1976-2016). The task is: Predict the reactants needed to synthesize the given product. The reactants are: Cl.[NH:2]1[C:10]2[C:5](=[CH:6][CH:7]=[CH:8][CH:9]=2)[C:4]([C:11]([CH3:15])([CH3:14])[CH2:12][NH2:13])=[CH:3]1.Br[CH2:17][C:18](=O)[C:19]([O:21][CH2:22][CH:23]1[CH2:27][O:26][C:25](C)([CH3:28])[O:24]1)=[O:20]. Given the product [CH3:28][CH:25]1[O:24][CH:23]([CH2:22][O:21][C:19]([C:18]2[C:3]3[NH:2][C:10]4[CH:9]=[CH:8][CH:7]=[CH:6][C:5]=4[C:4]=3[C:11]([CH3:15])([CH3:14])[CH2:12][NH:13][CH:17]=2)=[O:20])[CH2:27][O:26]1, predict the reactants needed to synthesize it.